This data is from Full USPTO retrosynthesis dataset with 1.9M reactions from patents (1976-2016). The task is: Predict the reactants needed to synthesize the given product. Given the product [Br:10][C:11]1[C:15]2=[N:16][CH:17]=[C:18]([S:20][CH3:21])[N:19]=[C:14]2[N:13]([CH2:8][O:7][CH2:6][CH2:5][Si:2]([CH3:4])([CH3:3])[CH3:1])[C:12]=1[C:22]1[CH:23]=[CH:24][C:25]([C:28]2([NH:32][C:33](=[O:39])[O:34][C:35]([CH3:37])([CH3:36])[CH3:38])[CH2:29][CH2:30][CH2:31]2)=[CH:26][CH:27]=1, predict the reactants needed to synthesize it. The reactants are: [CH3:1][Si:2]([CH2:5][CH2:6][O:7][CH2:8]Cl)([CH3:4])[CH3:3].[Br:10][C:11]1[C:15]2=[N:16][CH:17]=[C:18]([S:20][CH3:21])[N:19]=[C:14]2[NH:13][C:12]=1[C:22]1[CH:27]=[CH:26][C:25]([C:28]2([NH:32][C:33](=[O:39])[O:34][C:35]([CH3:38])([CH3:37])[CH3:36])[CH2:31][CH2:30][CH2:29]2)=[CH:24][CH:23]=1.[H-].[Na+].CO.